Task: Binary Classification. Given a T-cell receptor sequence (or CDR3 region) and an epitope sequence, predict whether binding occurs between them.. Dataset: TCR-epitope binding with 47,182 pairs between 192 epitopes and 23,139 TCRs (1) The epitope is FTISVTTEIL. The TCR CDR3 sequence is CASSAAWGREGPDGTEAFF. Result: 0 (the TCR does not bind to the epitope). (2) The epitope is LLWNGPMAV. The TCR CDR3 sequence is CATSGGGAYEQYF. Result: 1 (the TCR binds to the epitope). (3) The epitope is KLFIRQEEV. The TCR CDR3 sequence is CSVERFTGGAGFGYTF. Result: 1 (the TCR binds to the epitope). (4) The epitope is YLNTLTLAV. The TCR CDR3 sequence is CASSFVAGGTDTQYF. Result: 1 (the TCR binds to the epitope).